Dataset: Forward reaction prediction with 1.9M reactions from USPTO patents (1976-2016). Task: Predict the product of the given reaction. (1) Given the reactants [OH:1][CH2:2][CH:3]1[CH2:8][CH2:7][CH2:6][CH2:5][N:4]1[CH3:9].[C:10]1([CH3:19])[CH:15]=[CH:14][CH:13]=[C:12]([N:16]=[C:17]=[O:18])[CH:11]=1, predict the reaction product. The product is: [CH3:9][N:4]1[CH2:5][CH2:6][CH2:7][CH2:8][CH:3]1[CH2:2][O:1][C:17](=[O:18])[NH:16][C:12]1[CH:13]=[CH:14][CH:15]=[C:10]([CH3:19])[CH:11]=1. (2) Given the reactants [C:1]([C:5]1[C:14]2[CH:13]=[C:12](/[C:15](/[CH2:20][CH3:21])=[C:16](/[F:19])\[CH2:17][OH:18])[C:11]([O:22][CH2:23][CH3:24])=[CH:10][C:9]=2[C:8]([CH3:26])([CH3:25])[CH2:7][CH:6]=1)([CH3:4])([CH3:3])[CH3:2].C([N+](CCC)(CCC)CCC)CC.C[N+]1([O-])CCOCC1.ClCCl, predict the reaction product. The product is: [C:1]([C:5]1[C:14]2[CH:13]=[C:12](/[C:15](/[CH2:20][CH3:21])=[C:16](/[F:19])\[CH:17]=[O:18])[C:11]([O:22][CH2:23][CH3:24])=[CH:10][C:9]=2[C:8]([CH3:25])([CH3:26])[CH2:7][CH:6]=1)([CH3:4])([CH3:2])[CH3:3]. (3) Given the reactants [CH3:1][O:2][C:3]([C:5]1[CH:10]=[CH:9][N:8]=[CH:7][C:6]=1[CH2:11][CH2:12][CH:13]1[N:18](C(OC(C)(C)C)=O)[CH2:17][CH:16]([C:26]([O:28][CH3:29])=[O:27])[CH2:15][CH2:14]1)=[O:4].Cl, predict the reaction product. The product is: [CH3:29][O:28][C:26]([CH:16]1[CH2:17][NH:18][CH:13]([CH2:12][CH2:11][C:6]2[CH:7]=[N:8][CH:9]=[CH:10][C:5]=2[C:3]([O:2][CH3:1])=[O:4])[CH2:14][CH2:15]1)=[O:27]. (4) Given the reactants [ClH:1].Cl.[N:3]12[CH2:11][CH2:10][CH:7]([CH2:8][CH2:9]1)[NH:6][CH2:5][CH2:4]2.C(N(CC)CC)C.[S:19]1[C:23]([C:24]([Cl:26])=[O:25])=[CH:22][C:21]2[CH:27]=[CH:28][CH:29]=[CH:30][C:20]1=2, predict the reaction product. The product is: [ClH:26].[ClH:1].[N:3]12[CH2:11][CH2:10][CH:7]([CH2:8][CH2:9]1)[N:6]([C:24]([C:23]1[S:19][C:20]3[CH:30]=[CH:29][CH:28]=[CH:27][C:21]=3[CH:22]=1)=[O:25])[CH2:5][CH2:4]2.